This data is from Catalyst prediction with 721,799 reactions and 888 catalyst types from USPTO. The task is: Predict which catalyst facilitates the given reaction. (1) Reactant: Cl[CH2:2][C:3]1[C:4]([C:9]2[CH:14]=[CH:13][CH:12]=[CH:11][C:10]=2[Cl:15])=[N:5][CH:6]=[CH:7][CH:8]=1.[OH:16][C:17]1[C:18]([CH:25]=[O:26])=[CH:19][C:20]([O:23][CH3:24])=[N:21][CH:22]=1.C(=O)([O-])[O-].[K+].[K+]. Product: [Cl:15][C:10]1[CH:11]=[CH:12][CH:13]=[CH:14][C:9]=1[C:4]1[C:3]([CH2:2][O:16][C:17]2[C:18]([CH:25]=[O:26])=[CH:19][C:20]([O:23][CH3:24])=[N:21][CH:22]=2)=[CH:8][CH:7]=[CH:6][N:5]=1. The catalyst class is: 23. (2) Reactant: [CH3:1][C:2]1([C:5]([OH:7])=O)[CH2:4][CH2:3]1.O=C1N(P(Cl)(N2CCOC2=O)=O)CCO1.C(N(CC)CC)C.[Br:30][C:31]1[C:32]([F:41])=[C:33]2[C:39]([NH2:40])=[CH:38][NH:37][C:34]2=[N:35][CH:36]=1.C([O-])([O-])=O.[Na+].[Na+]. Product: [Br:30][C:31]1[C:32]([F:41])=[C:33]2[C:39]([NH:40][C:5]([C:2]3([CH3:1])[CH2:4][CH2:3]3)=[O:7])=[CH:38][NH:37][C:34]2=[N:35][CH:36]=1. The catalyst class is: 2. (3) Reactant: C1N(/C=C2/CC/2CO)C2N=C(N)N=C(O)C=2N=1.[C@@H:18]1([N:27]2[C:36]3[N:35]=[CH:34][N:33]=[C:31]([NH2:32])[C:30]=3[N:29]=[CH:28]2)O[C@H:23]([CH2:24][OH:25])[C@@H:21](O)[C@H:19]1O. Product: [CH2:21]1[C@@H:23]([CH2:24][OH:25])/[C:19]/1=[CH:18]\[N:27]1[C:36]2[N:35]=[CH:34][N:33]=[C:31]([NH2:32])[C:30]=2[N:29]=[CH:28]1. The catalyst class is: 98. (4) Reactant: Cl[C:2]1[N:11]=[C:10]([NH:12][CH2:13][C:14]2([C:20]3[CH:25]=[CH:24][CH:23]=[CH:22][CH:21]=3)[CH2:19][CH2:18][CH2:17][CH2:16][CH2:15]2)[C:9]2[C:4](=[CH:5][CH:6]=[CH:7][CH:8]=2)[N:3]=1. Product: [C:20]1([C:14]2([CH2:13][NH:12][C:10]3[C:9]4[C:4](=[CH:5][CH:6]=[CH:7][CH:8]=4)[N:3]=[CH:2][N:11]=3)[CH2:19][CH2:18][CH2:17][CH2:16][CH2:15]2)[CH:25]=[CH:24][CH:23]=[CH:22][CH:21]=1. The catalyst class is: 19. (5) Reactant: [CH3:1][O:2][C:3]([NH:5][C@@H:6]([CH:10]([CH3:12])[CH3:11])[C:7](O)=[O:8])=[O:4].CN(C(ON1N=NC2C=CC=NC1=2)=[N+](C)C)C.F[P-](F)(F)(F)(F)F.CCN(C(C)C)C(C)C.[I:46][C:47]1[N:48]=[C:49]([C@@H:52]2[CH2:56][C@H:55]([CH3:57])[CH2:54][NH:53]2)[NH:50][CH:51]=1.Cl. Product: [I:46][C:47]1[N:48]=[C:49]([C@@H:52]2[CH2:56][C@H:55]([CH3:57])[CH2:54][N:53]2[C:7]([C@@H:6]([NH:5][C:3](=[O:4])[O:2][CH3:1])[CH:10]([CH3:12])[CH3:11])=[O:8])[NH:50][CH:51]=1. The catalyst class is: 173. (6) The catalyst class is: 65. Reactant: [N+:1]([O-:4])(O)=[O:2].[Cl:5][C:6]1[C:11]([CH3:12])=[CH:10][C:9]([O:13][CH3:14])=[CH:8][N+:7]=1[O-:15].C(=O)([O-])[O-].[Na+].[Na+]. Product: [Cl:5][C:6]1[C:11]([CH3:12])=[C:10]([N+:1]([O-:4])=[O:2])[C:9]([O:13][CH3:14])=[CH:8][N+:7]=1[O-:15]. (7) Reactant: [Br:1][C:2]1[C:3]([NH2:11])=[N:4][C:5]([S:9][CH3:10])=[N:6][C:7]=1[Cl:8].ClC1C=CC=C(C(OO)=[O:20])C=1. Product: [Br:1][C:2]1[C:3]([NH2:11])=[N:4][C:5]([S:9]([CH3:10])=[O:20])=[N:6][C:7]=1[Cl:8]. The catalyst class is: 2. (8) Product: [CH:16]([N:13]1[CH2:14][CH2:15][N:10]([C:8]2[S:9][C:5]3[CH:4]=[CH:3][C:2]([CH:28]=[O:29])=[CH:19][C:6]=3[N:7]=2)[CH2:11][CH2:12]1)([CH3:18])[CH3:17]. The catalyst class is: 1. Reactant: Br[C:2]1[CH:3]=[CH:4][C:5]2[S:9][C:8]([N:10]3[CH2:15][CH2:14][N:13]([CH:16]([CH3:18])[CH3:17])[CH2:12][CH2:11]3)=[N:7][C:6]=2[CH:19]=1.[Li]CCCC.CN([CH:28]=[O:29])C.